From a dataset of Catalyst prediction with 721,799 reactions and 888 catalyst types from USPTO. Predict which catalyst facilitates the given reaction. (1) Reactant: [CH:1]1([CH:7]=O)[CH2:6][CH2:5][CH2:4][CH2:3][CH2:2]1.[C:9]([CH2:11][C:12]([O:14]C)=O)#[N:10].[NH2:16][C:17]([NH2:19])=[S:18].N1CCCCC1. Product: [CH:1]1([C:7]2[N:16]=[C:17]([SH:18])[NH:19][C:12](=[O:14])[C:11]=2[C:9]#[N:10])[CH2:2][CH2:3][CH2:4][CH2:5][CH2:6]1. The catalyst class is: 8. (2) Reactant: [CH3:1][O:2][C:3]1[CH:4]=[C:5]([C:10]([C@@H:12]2[C@:21]3([CH3:22])[C@H:16]([C:17]([CH3:24])([CH3:23])[CH2:18][CH2:19][CH2:20]3)[CH2:15][C@@H:14]([OH:25])[C@@H:13]2[CH3:26])=[O:11])[CH:6]=[C:7]([CH3:9])[CH:8]=1.C1C=C[NH+]=CC=1.[O-][Cr](Cl)(=O)=O. Product: [CH3:1][O:2][C:3]1[CH:4]=[C:5]([C:10]([C@@H:12]2[C@:21]3([CH3:22])[C@H:16]([C:17]([CH3:24])([CH3:23])[CH2:18][CH2:19][CH2:20]3)[CH2:15][C:14](=[O:25])[C@@H:13]2[CH3:26])=[O:11])[CH:6]=[C:7]([CH3:9])[CH:8]=1. The catalyst class is: 2. (3) Reactant: [H-].[Na+].[I-].[CH3:4][S+](C)C.[CH3:8][CH:9]([C:11]1[CH:16]=[CH:15][C:14]([C:17](=[CH2:21])[C:18](=[O:20])[CH3:19])=[CH:13][CH:12]=1)[CH3:10]. Product: [CH3:10][CH:9]([C:11]1[CH:12]=[CH:13][C:14]([C:17]2([C:18](=[O:20])[CH3:19])[CH2:4][CH2:21]2)=[CH:15][CH:16]=1)[CH3:8]. The catalyst class is: 9. (4) Reactant: [C:1]([C:3]1[N:7]2[CH2:8][CH2:9][N:10]([C:12]([O:14][C:15]([CH3:18])([CH3:17])[CH3:16])=[O:13])[CH2:11][C:6]2=[C:5]([C:19]([N:21]2C=CN=C2)=[O:20])[C:4]=1[C:26]1[CH:31]=[CH:30][CH:29]=[C:28]([F:32])[CH:27]=1)#[N:2].N. Product: [C:19]([C:5]1[C:4]([C:26]2[CH:31]=[CH:30][CH:29]=[C:28]([F:32])[CH:27]=2)=[C:3]([C:1]#[N:2])[N:7]2[CH2:8][CH2:9][N:10]([C:12]([O:14][C:15]([CH3:18])([CH3:17])[CH3:16])=[O:13])[CH2:11][C:6]=12)(=[O:20])[NH2:21]. The catalyst class is: 6. (5) Reactant: [CH2:1]([O:8][C:9](=[O:35])[C@@H:10]([NH:20][C:21](=[O:34])[C@@H:22]([NH:26][C:27]([O:29]C(C)(C)C)=O)[CH2:23][O:24][CH3:25])[CH2:11][C:12]1[CH:17]=[CH:16][C:15]([O:18][CH3:19])=[CH:14][CH:13]=1)[C:2]1[CH:7]=[CH:6][CH:5]=[CH:4][CH:3]=1.FC(F)(F)C(O)=O.C(N(CC)C(C)C)(C)C.[CH2:52]1[C:60]2[C:55](=[CH:56][CH:57]=[CH:58][CH:59]=2)[CH2:54][CH:53]1C(O)=O.CN(C(ON1N=NC2C=CC=NC1=2)=[N+](C)C)C.F[P-](F)(F)(F)(F)F. Product: [CH2:1]([O:8][C:9](=[O:35])[C@@H:10]([NH:20][C:21](=[O:34])[C@@H:22]([NH:26][C:27]([CH:53]1[CH2:52][C:60]2[C:55](=[CH:56][CH:57]=[CH:58][CH:59]=2)[CH2:54]1)=[O:29])[CH2:23][O:24][CH3:25])[CH2:11][C:12]1[CH:17]=[CH:16][C:15]([O:18][CH3:19])=[CH:14][CH:13]=1)[C:2]1[CH:7]=[CH:6][CH:5]=[CH:4][CH:3]=1. The catalyst class is: 4. (6) Reactant: [F:1][C:2]1[CH:3]=[C:4]([OH:9])[CH:5]=[C:6]([F:8])[CH:7]=1.Cl[C:11]1[CH:12]=[CH:13][C:14]([N+:26]([O-:28])=[O:27])=[C:15]([CH2:17][NH:18][C:19](=[O:25])[O:20][C:21]([CH3:24])([CH3:23])[CH3:22])[CH:16]=1.[H-].[Na+]. Product: [F:1][C:2]1[CH:3]=[C:4]([CH:5]=[C:6]([F:8])[CH:7]=1)[O:9][C:11]1[CH:12]=[CH:13][C:14]([N+:26]([O-:28])=[O:27])=[C:15]([CH2:17][NH:18][C:19](=[O:25])[O:20][C:21]([CH3:24])([CH3:22])[CH3:23])[CH:16]=1. The catalyst class is: 9. (7) Reactant: [F:1][C:2]1[CH:3]=[CH:4][C:5]2[S:9][C:8]([SH:10])=[N:7][C:6]=2[CH:11]=1.[H-].[Na+].I[CH3:15]. Product: [F:1][C:2]1[CH:3]=[CH:4][C:5]2[S:9][C:8]([S:10][CH3:15])=[N:7][C:6]=2[CH:11]=1. The catalyst class is: 56. (8) Reactant: [Cl:1][C:2]1[CH:7]=[CH:6][N:5]2[CH:8]=[CH:9][N:10]=[C:4]2[CH:3]=1.[I:11]NC(=O)CCC(N)=O. Product: [I:11][C:8]1[N:5]2[CH:6]=[CH:7][C:2]([Cl:1])=[CH:3][C:4]2=[N:10][CH:9]=1. The catalyst class is: 10. (9) Reactant: [Br:1][C:2]1[C:10]2[C:5](=[N:6][CH:7]=[CH:8][C:9]=2[C:11]2[C:12]([C:18]3[CH:23]=[CH:22][CH:21]=[C:20]([N+:24]([O-])=O)[CH:19]=3)=[N:13][N:14]([CH2:16][CH3:17])[CH:15]=2)[NH:4][CH:3]=1.[Sn].Cl. Product: [Br:1][C:2]1[C:10]2[C:5](=[N:6][CH:7]=[CH:8][C:9]=2[C:11]2[C:12]([C:18]3[CH:19]=[C:20]([CH:21]=[CH:22][CH:23]=3)[NH2:24])=[N:13][N:14]([CH2:16][CH3:17])[CH:15]=2)[NH:4][CH:3]=1. The catalyst class is: 14.